This data is from Forward reaction prediction with 1.9M reactions from USPTO patents (1976-2016). The task is: Predict the product of the given reaction. (1) Given the reactants [CH:1]1([CH2:7][C@H:8]([N:12]2[C:16](=[O:17])[C@H:15]([CH2:18][CH:19]3[CH2:24][CH2:23][CH2:22][CH2:21][CH2:20]3)[NH:14][C:13]2=[O:25])[C:9]([OH:11])=O)[CH2:6][CH2:5][CH2:4][CH2:3][CH2:2]1.C(N(C(C)C)CC)(C)C.CN(C(ON1N=NC2C=CC=CC1=2)=[N+](C)C)C.F[P-](F)(F)(F)(F)F.[NH2:59][C:60]1[S:61][CH:62]=[CH:63][N:64]=1, predict the reaction product. The product is: [CH:1]1([CH2:7][C@H:8]([N:12]2[C:16](=[O:17])[C@H:15]([CH2:18][CH:19]3[CH2:20][CH2:21][CH2:22][CH2:23][CH2:24]3)[NH:14][C:13]2=[O:25])[C:9]([NH:59][C:60]2[S:61][CH:62]=[CH:63][N:64]=2)=[O:11])[CH2:6][CH2:5][CH2:4][CH2:3][CH2:2]1. (2) Given the reactants [CH3:1][O:2][C:3]1[CH:8]=[CH:7][CH:6]=[CH:5][C:4]=1[C:9](=[O:13])[CH:10]([CH3:12])[CH3:11].Br[C:15]1[CH:20]=[CH:19][C:18]([F:21])=[C:17]([NH:22][C:23]([O:25][C:26]([CH3:29])([CH3:28])[CH3:27])=[O:24])[CH:16]=1.CC(C)([O-])C.[Na+].Cl, predict the reaction product. The product is: [C:26]([O:25][C:23]([NH:22][C:17]1[CH:16]=[C:15]([C:10]([CH3:12])([CH3:11])[C:9]([C:4]2[CH:5]=[CH:6][CH:7]=[CH:8][C:3]=2[O:2][CH3:1])=[O:13])[CH:20]=[CH:19][C:18]=1[F:21])=[O:24])([CH3:29])([CH3:28])[CH3:27]. (3) Given the reactants [C:1]1([C:7]2[O:11][N:10]=[C:9]([C:12]([NH:14][CH2:15][C:16]([OH:18])=O)=[O:13])[CH:8]=2)[CH:6]=[CH:5][CH:4]=[CH:3][CH:2]=1.CCN(C(C)C)C(C)C.C1C=CC2N(O)N=NC=2C=1.CCN=C=NCCCN(C)C.Cl.Cl.Cl.[NH:52]1[CH2:57][CH2:56][CH:55]([NH:58][C:59]2[CH:64]=[CH:63][CH:62]=[CH:61][C:60]=2[Cl:65])[CH2:54][CH2:53]1, predict the reaction product. The product is: [Cl:65][C:60]1[CH:61]=[CH:62][CH:63]=[CH:64][C:59]=1[NH:58][CH:55]1[CH2:56][CH2:57][N:52]([C:16](=[O:18])[CH2:15][NH:14][C:12]([C:9]2[CH:8]=[C:7]([C:1]3[CH:2]=[CH:3][CH:4]=[CH:5][CH:6]=3)[O:11][N:10]=2)=[O:13])[CH2:53][CH2:54]1. (4) Given the reactants [ClH:1].[CH3:2][N:3]([CH3:25])[C:4]1([C:19]2[CH:24]=[CH:23][CH:22]=[CH:21][CH:20]=2)[CH2:9][CH2:8][CH:7]([CH:10]([OH:18])[CH2:11][C:12]2[CH:17]=[CH:16][CH:15]=[CH:14][CH:13]=2)[CH2:6][CH2:5]1, predict the reaction product. The product is: [ClH:1].[CH3:25][N:3]([CH3:2])[C:4]1([C:19]2[CH:24]=[CH:23][CH:22]=[CH:21][CH:20]=2)[CH2:9][CH2:8][CH:7]([CH:10]([OH:18])[CH2:11][C:12]2[CH:17]=[CH:16][CH:15]=[CH:14][CH:13]=2)[CH2:6][CH2:5]1. (5) Given the reactants [CH3:1][O:2][C:3]1[CH:26]=[CH:25][C:6]([CH2:7][N:8]2[CH:12]=[C:11]([C:13]3[N:14]=[C:15]([NH:18][C:19]4[N:24]=[CH:23][CH:22]=[CH:21][N:20]=4)[S:16][CH:17]=3)[CH:10]=[N:9]2)=[CH:5][CH:4]=1.[Cl:27]N1C(=O)CCC1=O, predict the reaction product. The product is: [Cl:27][C:17]1[S:16][C:15]([NH:18][C:19]2[N:20]=[CH:21][CH:22]=[CH:23][N:24]=2)=[N:14][C:13]=1[C:11]1[CH:10]=[N:9][N:8]([CH2:7][C:6]2[CH:5]=[CH:4][C:3]([O:2][CH3:1])=[CH:26][CH:25]=2)[CH:12]=1. (6) Given the reactants [Cl:1][C:2]1[N:3]=[C:4]([C:9]([NH:11][C@H:12]2[CH2:16][CH2:15][N:14]([C:17]3[S:18][C:19]([C:23]([O:25]CC)=[O:24])=[C:20]([CH3:22])[N:21]=3)[CH2:13]2)=[O:10])[NH:5][C:6]=1[CH2:7][CH3:8].[OH-].[Li+].O, predict the reaction product. The product is: [Cl:1][C:2]1[N:3]=[C:4]([C:9]([NH:11][C@H:12]2[CH2:16][CH2:15][N:14]([C:17]3[S:18][C:19]([C:23]([OH:25])=[O:24])=[C:20]([CH3:22])[N:21]=3)[CH2:13]2)=[O:10])[NH:5][C:6]=1[CH2:7][CH3:8]. (7) Given the reactants [Cl:1][C:2]1[CH:7]=[CH:6][C:5]([S:8]([NH:11][CH:12]([C:14]2[N:18]([CH2:19][CH3:20])[C:17]3[CH:21]=[C:22]([C:25](OCC)=[O:26])[CH:23]=[CH:24][C:16]=3[N:15]=2)[CH3:13])(=[O:10])=[O:9])=[CH:4][CH:3]=1.CC(C[AlH]CC(C)C)C, predict the reaction product. The product is: [Cl:1][C:2]1[CH:7]=[CH:6][C:5]([S:8]([NH:11][CH:12]([C:14]2[N:18]([CH2:19][CH3:20])[C:17]3[CH:21]=[C:22]([CH2:25][OH:26])[CH:23]=[CH:24][C:16]=3[N:15]=2)[CH3:13])(=[O:9])=[O:10])=[CH:4][CH:3]=1.